From a dataset of Forward reaction prediction with 1.9M reactions from USPTO patents (1976-2016). Predict the product of the given reaction. Given the reactants [B:10]1([B:10]2[O:14][C:13]([CH3:16])([CH3:15])[C:12]([CH3:18])([CH3:17])[O:11]2)[O:14][C:13]([CH3:16])([CH3:15])[C:12]([CH3:18])([CH3:17])[O:11]1.C(OOC(=O)C1C=CC=CC=1)(=O)C1C=CC=CC=1.N[C:38]1[CH:43]=[CH:42][C:41]([NH:44][C:45](=[O:47])[CH3:46])=[CH:40][CH:39]=1.N(OC(C)(C)C)=O, predict the reaction product. The product is: [CH3:16][C:13]1([CH3:15])[C:12]([CH3:17])([CH3:18])[O:11][B:10]([C:38]2[CH:43]=[CH:42][C:41]([NH:44][C:45](=[O:47])[CH3:46])=[CH:40][CH:39]=2)[O:14]1.